This data is from Full USPTO retrosynthesis dataset with 1.9M reactions from patents (1976-2016). The task is: Predict the reactants needed to synthesize the given product. (1) Given the product [Br:1][C:2]1[CH:3]=[C:4]([CH2:9][CH2:10][C:11]([O:13][CH2:14][CH3:15])=[O:12])[CH:5]=[CH:6][C:7]=1[O:8][CH2:17][CH2:18][CH2:19][CH3:20], predict the reactants needed to synthesize it. The reactants are: [Br:1][C:2]1[CH:3]=[C:4]([CH2:9][CH2:10][C:11]([O:13][CH2:14][CH3:15])=[O:12])[CH:5]=[CH:6][C:7]=1[OH:8].I[CH2:17][CH2:18][CH2:19][CH3:20]. (2) Given the product [NH:12]([C:2]1[CH:7]=[CH:6][C:5]([C:8]([F:11])([F:10])[F:9])=[CH:4][N:3]=1)[NH2:13], predict the reactants needed to synthesize it. The reactants are: Cl[C:2]1[CH:7]=[CH:6][C:5]([C:8]([F:11])([F:10])[F:9])=[CH:4][N:3]=1.[NH2:12][NH2:13].